From a dataset of Catalyst prediction with 721,799 reactions and 888 catalyst types from USPTO. Predict which catalyst facilitates the given reaction. (1) Reactant: [Br:1][C:2]1[CH:7]=[C:6]([CH3:8])[C:5]([O:9][CH2:10][CH3:11])=[CH:4][C:3]=1[CH2:12][OH:13].CC(OI1(OC(C)=O)(OC(C)=O)OC(=O)C2C=CC=CC1=2)=O. Product: [Br:1][C:2]1[CH:7]=[C:6]([CH3:8])[C:5]([O:9][CH2:10][CH3:11])=[CH:4][C:3]=1[CH:12]=[O:13]. The catalyst class is: 158. (2) Reactant: [CH3:1][O:2][C:3](=[O:28])[CH2:4][CH2:5][CH2:6][CH2:7][CH2:8][CH2:9][N:10]1[C:15](=[O:16])[CH2:14][CH2:13][CH2:12][CH:11]1/[CH:17]=[CH:18]/[CH:19]([OH:27])[CH2:20][C:21]1[CH:26]=[CH:25][CH:24]=[CH:23][CH:22]=1.[H][H]. Product: [CH3:1][O:2][C:3](=[O:28])[CH2:4][CH2:5][CH2:6][CH2:7][CH2:8][CH2:9][N:10]1[C:15](=[O:16])[CH2:14][CH2:13][CH2:12][CH:11]1[CH2:17][CH2:18][CH:19]([OH:27])[CH2:20][C:21]1[CH:26]=[CH:25][CH:24]=[CH:23][CH:22]=1. The catalyst class is: 43. (3) Reactant: [CH:1]1([NH:6][C:7]2[N:12]3[N:13]=[C:14]([C:23]4[CH:28]=[CH:27][C:26]([F:29])=[CH:25][CH:24]=4)[C:15]([C:16](=O)[CH:17]=[CH:18]N(C)C)=[C:11]3[CH:10]=[CH:9][N:8]=2)[CH2:5][CH2:4][CH2:3][CH2:2]1.Cl.[CH:31]1([NH:36][C:37]([NH2:39])=[NH:38])[CH2:35][CH2:34][CH2:33][CH2:32]1.C(=O)([O-])[O-].[K+].[K+]. Product: [CH:31]1([NH:36][C:37]2[N:39]3[N:13]=[C:14]([C:23]4[CH:24]=[CH:25][C:26]([F:29])=[CH:27][CH:28]=4)[C:15]([C:11]4[CH:10]=[CH:9][N:8]=[C:7]([NH:6][CH:1]5[CH2:5][CH2:4][CH2:3][CH2:2]5)[N:12]=4)=[C:16]3[CH:17]=[CH:18][N:38]=2)[CH2:35][CH2:34][CH2:33][CH2:32]1. The catalyst class is: 9.